This data is from Retrosynthesis with 50K atom-mapped reactions and 10 reaction types from USPTO. The task is: Predict the reactants needed to synthesize the given product. (1) Given the product CCc1ccc(NC(=O)Nc2ccc(Oc3ccnc(-c4nnn[nH]4)c3)cc2)cc1, predict the reactants needed to synthesize it. The reactants are: CCc1ccc(N=C=O)cc1.Nc1ccc(Oc2ccnc(-c3nnn[nH]3)c2)cc1. (2) Given the product COC(=O)[C@H](CCCNC(=O)c1ccccc1)NC(=O)c1ccc2c(c1)CCN2C(=O)OCc1ccccc1, predict the reactants needed to synthesize it. The reactants are: COC(=O)[C@@H](N)CCCNC(=O)c1ccccc1.O=C(O)c1ccc2c(c1)CCN2C(=O)OCc1ccccc1. (3) The reactants are: CN1C(=O)CCc2ccc(NC(=O)c3ccc(Cl)cc3NCC3CCCCN3C(=O)OC(C)(C)C)cc21. Given the product CN1C(=O)CCc2ccc(NC(=O)c3ccc(Cl)cc3NCC3CCCCN3)cc21, predict the reactants needed to synthesize it. (4) Given the product Cn1nccc1CN1CCN(c2nc3c(cnn3C)c(=O)[nH]2)CC1, predict the reactants needed to synthesize it. The reactants are: Cn1ncc2c(=O)[nH]c(Cl)nc21.Cn1nccc1CN1CCNCC1. (5) Given the product Fc1ccc(Oc2cccs2)cc1, predict the reactants needed to synthesize it. The reactants are: Brc1cccs1.Oc1ccc(F)cc1. (6) Given the product CCOC(=O)Cc1ccc(Nc2nc(OC3CCCC3)nc3c2CCC3)cc1, predict the reactants needed to synthesize it. The reactants are: CCOC(=O)Cc1ccc(N)cc1.Clc1nc(OC2CCCC2)nc2c1CCC2. (7) Given the product O=C(O)C(F)(F)F, predict the reactants needed to synthesize it. The reactants are: CCCCCn1c(CNC(=O)OC(C)(C)C)nc2cccc3nc4c(c1c32)Cn1c-4cc2c(c1=O)COC(=O)[C@]2(O)CC.